This data is from Peptide-MHC class II binding affinity with 134,281 pairs from IEDB. The task is: Regression. Given a peptide amino acid sequence and an MHC pseudo amino acid sequence, predict their binding affinity value. This is MHC class II binding data. (1) The peptide sequence is EKIQKAFDDIAKYFSK. The MHC is HLA-DQA10102-DQB10602 with pseudo-sequence HLA-DQA10102-DQB10602. The binding affinity (normalized) is 0.403. (2) The peptide sequence is RKKYFAATQFEPLAA. The MHC is HLA-DQA10301-DQB10302 with pseudo-sequence HLA-DQA10301-DQB10302. The binding affinity (normalized) is 0.401. (3) The MHC is HLA-DQA10501-DQB10301 with pseudo-sequence HLA-DQA10501-DQB10301. The peptide sequence is DVKFPGGGQIVYGVY. The binding affinity (normalized) is 0.764.